This data is from Reaction yield outcomes from USPTO patents with 853,638 reactions. The task is: Predict the reaction yield, written as a fraction of the theoretical maximum amount of product (1.0 means a 100% yield; for example, 0.34 means a 34% yield). The yield is 0.590. The catalyst is O1CCOCC1.O.C1C=CC([P]([Pd]([P](C2C=CC=CC=2)(C2C=CC=CC=2)C2C=CC=CC=2)([P](C2C=CC=CC=2)(C2C=CC=CC=2)C2C=CC=CC=2)[P](C2C=CC=CC=2)(C2C=CC=CC=2)C2C=CC=CC=2)(C2C=CC=CC=2)C2C=CC=CC=2)=CC=1. The reactants are [NH2:1][C:2]1[N:7]=[CH:6][N:5]=[C:4]2[N:8]([C@@H:12]3[CH2:17][CH2:16][CH2:15][N:14]([C:18]([O:20][C:21]([CH3:24])([CH3:23])[CH3:22])=[O:19])[CH2:13]3)[N:9]=[C:10](I)[C:3]=12.[F:25][C:26]1[CH:41]=[CH:40][CH:39]=[CH:38][C:27]=1[O:28][C:29]1[CH:34]=[CH:33][C:32](B(O)O)=[CH:31][CH:30]=1.C(=O)([O-])[O-].[Na+].[Na+]. The product is [NH2:1][C:2]1[N:7]=[CH:6][N:5]=[C:4]2[N:8]([C@@H:12]3[CH2:17][CH2:16][CH2:15][N:14]([C:18]([O:20][C:21]([CH3:24])([CH3:23])[CH3:22])=[O:19])[CH2:13]3)[N:9]=[C:10]([C:32]3[CH:31]=[CH:30][C:29]([O:28][C:27]4[CH:38]=[CH:39][CH:40]=[CH:41][C:26]=4[F:25])=[CH:34][CH:33]=3)[C:3]=12.